Dataset: Full USPTO retrosynthesis dataset with 1.9M reactions from patents (1976-2016). Task: Predict the reactants needed to synthesize the given product. (1) Given the product [NH2:5][C:6]1[S:7][CH2:8][C:9]2([C:19]3[C:14](=[CH:15][CH:16]=[C:17]([C:20]4[CH:21]=[C:22]([CH:25]=[CH:26][CH:27]=4)[C:23]([NH2:24])=[O:34])[CH:18]=3)[O:13][CH:12]([C:28]3[CH:33]=[CH:32][CH:31]=[CH:30][CH:29]=3)[CH2:11]2)[N:10]=1, predict the reactants needed to synthesize it. The reactants are: C([NH:5][C:6]1[S:7][CH2:8][C:9]2([C:19]3[C:14](=[CH:15][CH:16]=[C:17]([C:20]4[CH:21]=[C:22]([CH:25]=[CH:26][CH:27]=4)[C:23]#[N:24])[CH:18]=3)[O:13][CH:12]([C:28]3[CH:33]=[CH:32][CH:31]=[CH:30][CH:29]=3)[CH2:11]2)[N:10]=1)(C)(C)C.[OH-:34].[Na+]. (2) Given the product [Cl:17][C:18]1[CH:19]=[C:20]([NH:31][C:14](=[O:16])[C:13]#[C:12][C:3]2[CH:4]=[CH:5][C:6]([C:8]([F:9])([F:10])[F:11])=[CH:7][C:2]=2[Cl:1])[CH:21]=[CH:22][C:23]=1[CH2:24][CH2:25][NH:26][CH2:27][CH:28]1[CH2:30][CH2:29]1, predict the reactants needed to synthesize it. The reactants are: [Cl:1][C:2]1[CH:7]=[C:6]([C:8]([F:11])([F:10])[F:9])[CH:5]=[CH:4][C:3]=1[C:12]#[C:13][C:14]([OH:16])=O.[Cl:17][C:18]1[CH:19]=[C:20]([NH2:31])[CH:21]=[CH:22][C:23]=1[CH2:24][CH2:25][NH:26][CH2:27][CH:28]1[CH2:30][CH2:29]1. (3) Given the product [CH3:21][C:12]1[CH:17]=[CH:16][C:15]([C:18]([O:7][C@H:6]2[C@@:2]([Cl:1])([F:11])[C:3](=[O:10])[O:4][C@@H:5]2[CH2:8][O:9][C:18](=[O:19])[C:15]2[CH:16]=[CH:17][C:27]([CH3:28])=[CH:13][CH:14]=2)=[O:19])=[CH:14][CH:13]=1, predict the reactants needed to synthesize it. The reactants are: [Cl:1][C@@:2]1([F:11])[C@H:6]([OH:7])[C@@H:5]([CH2:8][OH:9])[O:4][C:3]1=[O:10].[C:12]1([CH3:21])[CH:17]=[CH:16][C:15]([C:18](Cl)=[O:19])=[CH:14][CH:13]=1.C(N([CH2:27][CH3:28])CC)C. (4) The reactants are: [Br:1][C:2]1[CH:3]=[C:4]([C:13]2[N:17]([C:18]3[CH:19]=[N:20][CH:21]=[C:22]([Cl:24])[CH:23]=3)[N:16]=[C:15]([C:25](O)=[O:26])[CH:14]=2)[CH:5]=[C:6]([O:8][C:9]([F:12])([F:11])[F:10])[CH:7]=1.ClC1C=C(C2N(C3C=CC=CN=3)N=C([C:47]([N:49]3[CH2:53][C:52](=[O:54])[NH:51][CH2:50]3)=O)C=2)C=C(F)C=1.O=C1CNCCN1. Given the product [Br:1][C:2]1[CH:3]=[C:4]([C:13]2[N:17]([C:18]3[CH:19]=[N:20][CH:21]=[C:22]([Cl:24])[CH:23]=3)[N:16]=[C:15]([C:25]([N:49]3[CH2:47][CH2:50][NH:51][C:52](=[O:54])[CH2:53]3)=[O:26])[CH:14]=2)[CH:5]=[C:6]([O:8][C:9]([F:11])([F:12])[F:10])[CH:7]=1, predict the reactants needed to synthesize it.